From a dataset of Full USPTO retrosynthesis dataset with 1.9M reactions from patents (1976-2016). Predict the reactants needed to synthesize the given product. (1) Given the product [S:24]1[CH:25]=[N:26][N:27]=[C:23]1[C:18]1[CH:19]=[CH:20][CH:21]=[CH:22][C:17]=1[NH:16][C:14]([C:4]1[CH:3]=[C:2]([Cl:1])[N:7]=[C:6]([C:8]2[CH:13]=[CH:12][CH:11]=[CH:10][CH:9]=2)[N:5]=1)=[O:15], predict the reactants needed to synthesize it. The reactants are: [Cl:1][C:2]1[N:7]=[C:6]([C:8]2[CH:13]=[CH:12][CH:11]=[CH:10][CH:9]=2)[N:5]=[C:4]([C:14]([NH:16][C:17]2[CH:22]=[CH:21][CH:20]=[CH:19][C:18]=2[C:23]2[S:24][C:25](C3C=CC=CC=3)=[N:26][N:27]=2)=[O:15])[CH:3]=1.C1(C2SC(C3C=CC=CC=3N)=NN=2)C=CC=CC=1. (2) Given the product [F:1][C:2]1[CH:3]=[CH:4][C:5]([CH:8]([NH:9][C:10](=[O:14])[CH:11]([CH3:12])[CH3:13])[C:38](=[O:39])[C:36]2[CH:35]=[CH:34][N:33]=[C:32]([NH:31][C:25]3[CH:30]=[CH:29][CH:28]=[CH:27][CH:26]=3)[N:37]=2)=[CH:6][CH:7]=1, predict the reactants needed to synthesize it. The reactants are: [F:1][C:2]1[CH:7]=[CH:6][C:5]([CH:8](S(C2C=CC(C)=CC=2)(=O)=O)[NH:9][C:10](=[O:14])[CH:11]([CH3:13])[CH3:12])=[CH:4][CH:3]=1.[C:25]1([NH:31][C:32]2[N:37]=[C:36]([CH:38]=[O:39])[CH:35]=[CH:34][N:33]=2)[CH:30]=[CH:29][CH:28]=[CH:27][CH:26]=1. (3) Given the product [CH3:26][O:25][C:22]1[CH:23]=[CH:24][C:19]([C:18]([N:8]([C:9]2[CH:17]=[CH:16][C:12]([C:13]([OH:15])=[O:14])=[CH:11][CH:10]=2)[CH3:7])=[O:27])=[CH:20][CH:21]=1, predict the reactants needed to synthesize it. The reactants are: C(=O)([O-])[O-].[Na+].[Na+].[CH3:7][NH:8][C:9]1[CH:17]=[CH:16][C:12]([C:13]([OH:15])=[O:14])=[CH:11][CH:10]=1.[C:18](Cl)(=[O:27])[C:19]1[CH:24]=[CH:23][C:22]([O:25][CH3:26])=[CH:21][CH:20]=1.Cl.